From a dataset of Plasma protein binding rate (PPBR) regression data from AstraZeneca. Regression/Classification. Given a drug SMILES string, predict its absorption, distribution, metabolism, or excretion properties. Task type varies by dataset: regression for continuous measurements (e.g., permeability, clearance, half-life) or binary classification for categorical outcomes (e.g., BBB penetration, CYP inhibition). For this dataset (ppbr_az), we predict Y. The drug is CCNC(=O)C[C@@H]1N=C(c2ccc(Cl)cc2)c2cc(OC)ccc2-n2c(C)nnc21. The Y is 76.0 %.